Dataset: Full USPTO retrosynthesis dataset with 1.9M reactions from patents (1976-2016). Task: Predict the reactants needed to synthesize the given product. (1) Given the product [Br:1][C:2]1[CH:3]=[CH:4][C:5]([F:22])=[C:6]([C:8](=[N:30][S:27]([C:24]([CH3:26])([CH3:25])[CH3:23])=[O:28])[C:9]([F:20])([F:19])[CH2:10][O:11][Si:12]([C:15]([CH3:18])([CH3:17])[CH3:16])([CH3:14])[CH3:13])[CH:7]=1, predict the reactants needed to synthesize it. The reactants are: [Br:1][C:2]1[CH:3]=[CH:4][C:5]([F:22])=[C:6]([C:8](=O)[C:9]([F:20])([F:19])[CH2:10][O:11][Si:12]([C:15]([CH3:18])([CH3:17])[CH3:16])([CH3:14])[CH3:13])[CH:7]=1.[CH3:23][C:24]([S:27]([NH2:30])(=O)=[O:28])([CH3:26])[CH3:25]. (2) Given the product [C:1]([NH2:5])(=[O:4])[CH:2]=[CH2:3].[Cl-:7].[CH2:76]([N+:72]([CH2:70][CH:69]=[CH2:68])([CH3:73])[CH3:8])[CH:75]=[CH2:80], predict the reactants needed to synthesize it. The reactants are: [C:1]([NH2:5])(=[O:4])[CH:2]=[CH2:3].C[Cl:7].[C:8](OCCN(C)C)(=O)C=C.C([O-])=O.[Na+].C(N(CC(O)=O)CC(O)=O)CN(CC(O)=O)CC(O)=O.C1C(C(N)=O)=CN(C2OC(COP(OP(OCC3O[CH:70]([N:72]4[C:76]5N=CN=[C:80](N)[C:75]=5N=[CH:73]4)[CH:69](OP([O-])([O-])=O)[CH:68]3O)([O-])=O)([O-])=O)C(O)C2O)C=C1.[Na+].[Na+].[Na+].[Na+].S([O-])([O-])(=O)=O.[NH4+].[NH4+].S([O-])([O-])(=O)=O.[Na+].[Na+]. (3) Given the product [C:17]([C:15]1[C:14]2[N:19]=[N:20][N:21]([CH3:22])[C:13]=2[CH:12]=[C:11]([C:8]2[CH:9]=[CH:10][C:5]([O:4][CH2:3][CH2:2][NH:1][C:36](=[O:38])[CH3:37])=[C:6]([C:23]([F:25])([F:24])[F:26])[CH:7]=2)[N:16]=1)#[N:18], predict the reactants needed to synthesize it. The reactants are: [NH2:1][CH2:2][CH2:3][O:4][C:5]1[CH:10]=[CH:9][C:8]([C:11]2[N:16]=[C:15]([C:17]#[N:18])[C:14]3[N:19]=[N:20][N:21]([CH3:22])[C:13]=3[CH:12]=2)=[CH:7][C:6]=1[C:23]([F:26])([F:25])[F:24].CCN(C(C)C)C(C)C.[C:36](Cl)(=[O:38])[CH3:37]. (4) Given the product [NH2:17][C:13]1[N:12]=[C:11]([N:8]2[C:9]3[C:5](=[CH:4][CH:3]=[C:2]([C:32]#[C:31][C:29]([C:25]4[S:24][CH:28]=[CH:27][N:26]=4)([OH:33])[CH3:30])[CH:10]=3)[CH:6]=[N:7]2)[CH:16]=[CH:15][N:14]=1, predict the reactants needed to synthesize it. The reactants are: I[C:2]1[CH:10]=[C:9]2[C:5]([CH:6]=[N:7][N:8]2[C:11]2[CH:16]=[CH:15][N:14]=[C:13]([NH2:17])[N:12]=2)=[CH:4][CH:3]=1.N1CCCCC1.[S:24]1[CH:28]=[CH:27][N:26]=[C:25]1[C:29]([OH:33])([C:31]#[CH:32])[CH3:30]. (5) Given the product [CH2:1]([N:8]([CH2:9][CH2:10][N:11]1[C:20]2[C:15]([C:16](=[O:22])[NH:17][C:18](=[O:21])[N:19]=2)=[N:14][C:13]2[CH:23]=[C:24]([CH3:28])[C:25]([CH3:27])=[CH:26][C:12]1=2)[C:38](=[O:40])[CH3:39])[C:2]1[CH:3]=[CH:4][CH:5]=[CH:6][CH:7]=1, predict the reactants needed to synthesize it. The reactants are: [CH2:1]([NH:8][CH2:9][CH2:10][N:11]1[C:20]2[C:15]([C:16](=[O:22])[NH:17][C:18](=[O:21])[N:19]=2)=[N:14][C:13]2[CH:23]=[C:24]([CH3:28])[C:25]([CH3:27])=[CH:26][C:12]1=2)[C:2]1[CH:7]=[CH:6][CH:5]=[CH:4][CH:3]=1.CCN(C(C)C)C(C)C.[C:38](OC(=O)C)(=[O:40])[CH3:39]. (6) Given the product [C:36]([O:39][CH2:40][CH2:41][CH2:42][CH2:43][O:29][C:27]1[CH:26]=[CH:25][C:3]([C:4]([N:6]2[C:12]3[CH:13]=[CH:14][CH:15]=[CH:16][C:11]=3[CH2:10][N:9]([CH2:17][C:18]3[O:19][C:20]([CH3:23])=[N:21][N:22]=3)[C:8](=[O:24])[CH2:7]2)=[O:5])=[C:2]([Cl:1])[CH:28]=1)(=[O:38])[CH3:37], predict the reactants needed to synthesize it. The reactants are: [Cl:1][C:2]1[CH:28]=[C:27]([OH:29])[CH:26]=[CH:25][C:3]=1[C:4]([N:6]1[C:12]2[CH:13]=[CH:14][CH:15]=[CH:16][C:11]=2[CH2:10][N:9]([CH2:17][C:18]2[O:19][C:20]([CH3:23])=[N:21][N:22]=2)[C:8](=[O:24])[CH2:7]1)=[O:5].C(=O)([O-])[O-].[Cs+].[Cs+].[C:36]([O:39][CH2:40][CH2:41][CH2:42][CH2:43]I)(=[O:38])[CH3:37].O.